This data is from Reaction yield outcomes from USPTO patents with 853,638 reactions. The task is: Predict the reaction yield, written as a fraction of the theoretical maximum amount of product (1.0 means a 100% yield; for example, 0.34 means a 34% yield). (1) The reactants are [Br:1]Br.[OH:3][C:4]1[C:5]([C:10]([O:12][CH3:13])=[O:11])=[N:6][CH:7]=[CH:8][CH:9]=1. The catalyst is O. The product is [Br:1][C:7]1[N:6]=[C:5]([C:10]([O:12][CH3:13])=[O:11])[C:4]([OH:3])=[CH:9][CH:8]=1. The yield is 0.750. (2) The reactants are [C:1]1([CH2:7][CH:8]([C:11]2[CH:20]=[C:19]3[C:14]([CH2:15][CH2:16][NH:17][CH2:18]3)=[CH:13][CH:12]=2)[C:9]#[N:10])[CH:6]=[CH:5][CH:4]=[CH:3][CH:2]=1.[CH3:21][N:22]1[CH:26]=[C:25]([S:27](Cl)(=[O:29])=[O:28])[N:24]=[CH:23]1. The catalyst is C(Cl)Cl.CN(C1C=CN=CC=1)C. The product is [CH3:21][N:22]1[CH:26]=[C:25]([S:27]([N:17]2[CH2:16][CH2:15][C:14]3[C:19](=[CH:20][C:11]([CH:8]([CH2:7][C:1]4[CH:6]=[CH:5][CH:4]=[CH:3][CH:2]=4)[C:9]#[N:10])=[CH:12][CH:13]=3)[CH2:18]2)(=[O:29])=[O:28])[N:24]=[CH:23]1. The yield is 0.970.